From a dataset of TCR-epitope binding with 47,182 pairs between 192 epitopes and 23,139 TCRs. Binary Classification. Given a T-cell receptor sequence (or CDR3 region) and an epitope sequence, predict whether binding occurs between them. (1) The epitope is GILGFVFTL. The TCR CDR3 sequence is CASSMGLVSFGQFF. Result: 1 (the TCR binds to the epitope). (2) The epitope is GTHWFVTQR. The TCR CDR3 sequence is CASRSGNYGEQYF. Result: 0 (the TCR does not bind to the epitope). (3) The epitope is EILDITPCSF. The TCR CDR3 sequence is CASRDRSSYEQYF. Result: 1 (the TCR binds to the epitope). (4) The epitope is NLVPMVATV. The TCR CDR3 sequence is CATSRVSWTDEQYF. Result: 1 (the TCR binds to the epitope). (5) The epitope is IPIQASLPF. The TCR CDR3 sequence is CASSLGTANTEAFF. Result: 0 (the TCR does not bind to the epitope). (6) The epitope is GLCTLVAML. The TCR CDR3 sequence is CASGGSSYQETQYF. Result: 1 (the TCR binds to the epitope). (7) The epitope is IVDTVSALV. The TCR CDR3 sequence is CAWSLGRGNEQFF. Result: 0 (the TCR does not bind to the epitope). (8) The epitope is FLKEKGGL. The TCR CDR3 sequence is CASSPPSGSYEQYF. Result: 1 (the TCR binds to the epitope).